Dataset: CYP2D6 inhibition data for predicting drug metabolism from PubChem BioAssay. Task: Regression/Classification. Given a drug SMILES string, predict its absorption, distribution, metabolism, or excretion properties. Task type varies by dataset: regression for continuous measurements (e.g., permeability, clearance, half-life) or binary classification for categorical outcomes (e.g., BBB penetration, CYP inhibition). Dataset: cyp2d6_veith. The compound is CC1(C)OC(=O)C(=CNn2cnc3ccccc3c2=O)C(=O)O1. The result is 0 (non-inhibitor).